Task: Regression. Given two drug SMILES strings and cell line genomic features, predict the synergy score measuring deviation from expected non-interaction effect.. Dataset: NCI-60 drug combinations with 297,098 pairs across 59 cell lines (1) Drug 1: CS(=O)(=O)CCNCC1=CC=C(O1)C2=CC3=C(C=C2)N=CN=C3NC4=CC(=C(C=C4)OCC5=CC(=CC=C5)F)Cl. Drug 2: CN1C2=C(C=C(C=C2)N(CCCl)CCCl)N=C1CCCC(=O)O.Cl. Cell line: MDA-MB-435. Synergy scores: CSS=5.35, Synergy_ZIP=-0.210, Synergy_Bliss=2.12, Synergy_Loewe=2.70, Synergy_HSA=0.663. (2) Drug 1: CC1=CC2C(CCC3(C2CCC3(C(=O)C)OC(=O)C)C)C4(C1=CC(=O)CC4)C. Drug 2: CC1C(C(=O)NC(C(=O)N2CCCC2C(=O)N(CC(=O)N(C(C(=O)O1)C(C)C)C)C)C(C)C)NC(=O)C3=C4C(=C(C=C3)C)OC5=C(C(=O)C(=C(C5=N4)C(=O)NC6C(OC(=O)C(N(C(=O)CN(C(=O)C7CCCN7C(=O)C(NC6=O)C(C)C)C)C)C(C)C)C)N)C. Cell line: MCF7. Synergy scores: CSS=-0.596, Synergy_ZIP=9.71, Synergy_Bliss=13.6, Synergy_Loewe=3.25, Synergy_HSA=2.49. (3) Drug 2: C#CCC(CC1=CN=C2C(=N1)C(=NC(=N2)N)N)C3=CC=C(C=C3)C(=O)NC(CCC(=O)O)C(=O)O. Synergy scores: CSS=-0.338, Synergy_ZIP=0.608, Synergy_Bliss=-2.50, Synergy_Loewe=-7.37, Synergy_HSA=-5.28. Drug 1: C1=CC=C(C(=C1)C(C2=CC=C(C=C2)Cl)C(Cl)Cl)Cl. Cell line: MCF7. (4) Drug 1: CCC1=C2CN3C(=CC4=C(C3=O)COC(=O)C4(CC)O)C2=NC5=C1C=C(C=C5)O. Drug 2: COCCOC1=C(C=C2C(=C1)C(=NC=N2)NC3=CC=CC(=C3)C#C)OCCOC.Cl. Cell line: SF-268. Synergy scores: CSS=40.1, Synergy_ZIP=-1.19, Synergy_Bliss=2.79, Synergy_Loewe=-29.3, Synergy_HSA=3.52. (5) Drug 1: CN1C2=C(C=C(C=C2)N(CCCl)CCCl)N=C1CCCC(=O)O.Cl. Drug 2: CC1=C(C(=O)C2=C(C1=O)N3CC4C(C3(C2COC(=O)N)OC)N4)N. Cell line: OVCAR3. Synergy scores: CSS=4.06, Synergy_ZIP=-3.21, Synergy_Bliss=1.01, Synergy_Loewe=-21.3, Synergy_HSA=-1.89. (6) Drug 1: C(CC(=O)O)C(=O)CN.Cl. Drug 2: CC(C)CN1C=NC2=C1C3=CC=CC=C3N=C2N. Cell line: IGROV1. Synergy scores: CSS=7.97, Synergy_ZIP=0.151, Synergy_Bliss=3.20, Synergy_Loewe=1.52, Synergy_HSA=1.28. (7) Drug 1: CS(=O)(=O)OCCCCOS(=O)(=O)C. Drug 2: CC1=C(C(=O)C2=C(C1=O)N3CC4C(C3(C2COC(=O)N)OC)N4)N. Cell line: HCT116. Synergy scores: CSS=35.7, Synergy_ZIP=-4.52, Synergy_Bliss=0.928, Synergy_Loewe=-21.3, Synergy_HSA=-1.40. (8) Drug 1: C1=NC(=NC(=O)N1C2C(C(C(O2)CO)O)O)N. Drug 2: CCN(CC)CCCC(C)NC1=C2C=C(C=CC2=NC3=C1C=CC(=C3)Cl)OC. Cell line: LOX IMVI. Synergy scores: CSS=37.4, Synergy_ZIP=-4.27, Synergy_Bliss=-2.11, Synergy_Loewe=-9.60, Synergy_HSA=0.184. (9) Drug 1: C1C(C(OC1N2C=C(C(=O)NC2=O)F)CO)O. Drug 2: CC(C)CN1C=NC2=C1C3=CC=CC=C3N=C2N. Cell line: NCIH23. Synergy scores: CSS=5.35, Synergy_ZIP=0.868, Synergy_Bliss=4.53, Synergy_Loewe=-3.54, Synergy_HSA=1.92.